Dataset: Catalyst prediction with 721,799 reactions and 888 catalyst types from USPTO. Task: Predict which catalyst facilitates the given reaction. (1) Reactant: [CH3:1][N:2]([C:9]1[CH:14]=[CH:13][C:12]([C@@H:15]2[O:20][CH2:19][CH2:18][N:17]([C@@H](C3C=CC=CC=3)C)[CH2:16]2)=[CH:11][CH:10]=1)[C:3]1[CH:8]=[CH:7][CH:6]=[CH:5][N:4]=1.C([O-])=O.[NH4+].CO.O. Product: [CH3:1][N:2]([C:9]1[CH:10]=[CH:11][C:12]([C@@H:15]2[O:20][CH2:19][CH2:18][NH:17][CH2:16]2)=[CH:13][CH:14]=1)[C:3]1[CH:8]=[CH:7][CH:6]=[CH:5][N:4]=1. The catalyst class is: 312. (2) Reactant: [NH:1]1[C:9]2[C:4](=[CH:5][CH:6]=[CH:7][CH:8]=2)[CH:3]=[C:2]1[C:10]([OH:12])=O.C(N1C=CN=C1)(N1C=CN=C1)=O.[CH2:25]([N:33]1[CH2:38][CH2:37][NH:36][CH2:35][CH2:34]1)[CH2:26][CH2:27][CH2:28][CH2:29][CH2:30][CH2:31][CH3:32]. Product: [NH:1]1[C:9]2[C:4](=[CH:5][CH:6]=[CH:7][CH:8]=2)[CH:3]=[C:2]1[C:10]([N:36]1[CH2:37][CH2:38][N:33]([CH2:25][CH2:26][CH2:27][CH2:28][CH2:29][CH2:30][CH2:31][CH3:32])[CH2:34][CH2:35]1)=[O:12]. The catalyst class is: 1. (3) Reactant: [O:1]1CCO[CH:2]1[C:6]1[CH:7]=[C:8]([N:12]([C:50]2[C:59]3[C:54](=[CH:55][CH:56]=[CH:57][CH:58]=3)[CH:53]=[CH:52][CH:51]=2)[C:13]2[CH:25]=[CH:24][C:23]3[C:22]4[C:17](=[CH:18][C:19]([N:26]([C:37]5[CH:42]=[CH:41][CH:40]=[C:39]([CH:43]6OCC[O:44]6)[CH:38]=5)[C:27]5[C:36]6[C:31](=[CH:32][CH:33]=[CH:34][CH:35]=6)[CH:30]=[CH:29][CH:28]=5)=[CH:20][CH:21]=4)[C:16]([CH3:49])([CH3:48])[C:15]=3[CH:14]=2)[CH:9]=[CH:10][CH:11]=1.Cl. Product: [CH3:48][C:16]1([CH3:49])[C:17]2[CH:18]=[C:19]([N:26]([C:37]3[CH:38]=[C:39]([CH:40]=[CH:41][CH:42]=3)[CH:43]=[O:44])[C:27]3[C:36]4[C:31](=[CH:32][CH:33]=[CH:34][CH:35]=4)[CH:30]=[CH:29][CH:28]=3)[CH:20]=[CH:21][C:22]=2[C:23]2[C:15]1=[CH:14][C:13]([N:12]([C:8]1[CH:7]=[C:6]([CH:11]=[CH:10][CH:9]=1)[CH:2]=[O:1])[C:50]1[C:59]3[C:54](=[CH:55][CH:56]=[CH:57][CH:58]=3)[CH:53]=[CH:52][CH:51]=1)=[CH:25][CH:24]=2. The catalyst class is: 21.